This data is from Full USPTO retrosynthesis dataset with 1.9M reactions from patents (1976-2016). The task is: Predict the reactants needed to synthesize the given product. Given the product [Cl:32][CH2:17][CH2:16][CH2:15][C:12]1[CH:13]=[CH:14][C:9]([O:8][C:6]2[CH:5]=[CH:4][CH:3]=[C:2]([F:1])[N:7]=2)=[C:10]([O:19][CH3:20])[CH:11]=1, predict the reactants needed to synthesize it. The reactants are: [F:1][C:2]1[N:7]=[C:6]([O:8][C:9]2[CH:14]=[CH:13][C:12]([C:15]#[C:16][CH2:17]O)=[CH:11][C:10]=2[O:19][CH3:20])[CH:5]=[CH:4][CH:3]=1.C(N(CC)CC)C.CS([Cl:32])(=O)=O.[NH4+].[Cl-].